Dataset: Catalyst prediction with 721,799 reactions and 888 catalyst types from USPTO. Task: Predict which catalyst facilitates the given reaction. (1) Reactant: [O:1]1[C:5]2[CH:6]=[CH:7][C:8]([CH:10]=[O:11])=[CH:9][C:4]=2[CH2:3][CH2:2]1.ClC1C(=O)C(C#N)=C(C#N)C(=O)C=1Cl.O. Product: [O:1]1[C:5]2[CH:6]=[CH:7][C:8]([CH:10]=[O:11])=[CH:9][C:4]=2[CH:3]=[CH:2]1. The catalyst class is: 11. (2) Reactant: [I:1][CH2:2][CH2:3][CH2:4][C:5]([OH:7])=[O:6].O[N:9]1[C:13](=[O:14])[CH2:12][CH2:11][C:10]1=[O:15].C1(N=C=NC2CCCCC2)CCCCC1. Product: [I:1][CH2:2][CH2:3][CH2:4][C:5]([O:7][N:9]1[C:13](=[O:14])[CH2:12][CH2:11][C:10]1=[O:15])=[O:6]. The catalyst class is: 1. (3) Reactant: [S-:1][C:2]#[N:3].[K+].[NH2:5][C:6]1[CH:7]=[CH:8][C:9]([O:12][C:13]2[CH:14]=[C:15]([NH:20][C:21](=[O:27])[O:22][C:23]([CH3:26])([CH3:25])[CH3:24])[CH:16]=[CH:17][C:18]=2[CH3:19])=[N:10][CH:11]=1.BrBr. Product: [NH2:3][C:2]1[S:1][C:11]2[C:6]([N:5]=1)=[CH:7][CH:8]=[C:9]([O:12][C:13]1[CH:14]=[C:15]([NH:20][C:21](=[O:27])[O:22][C:23]([CH3:25])([CH3:24])[CH3:26])[CH:16]=[CH:17][C:18]=1[CH3:19])[N:10]=2. The catalyst class is: 15. (4) Reactant: [C:1]([O:5][C:6](=[O:44])[C:7]([S:10][C:11]1[S:12][CH:13]=[C:14]([CH2:16][CH2:17][N:18]([C:31]2[CH:36]=[CH:35][C:34]([C:37]3[CH:42]=[CH:41][C:40]([F:43])=[CH:39][CH:38]=3)=[CH:33][CH:32]=2)S(C2C=CC=CC=2[N+]([O-])=O)(=O)=O)[N:15]=1)([CH3:9])[CH3:8])([CH3:4])([CH3:3])[CH3:2].C1(S)C=CC=CC=1.C(=O)([O-])[O-].[K+].[K+].O. Product: [C:1]([O:5][C:6](=[O:44])[C:7]([S:10][C:11]1[S:12][CH:13]=[C:14]([CH2:16][CH2:17][NH:18][C:31]2[CH:36]=[CH:35][C:34]([C:37]3[CH:38]=[CH:39][C:40]([F:43])=[CH:41][CH:42]=3)=[CH:33][CH:32]=2)[N:15]=1)([CH3:9])[CH3:8])([CH3:2])([CH3:3])[CH3:4]. The catalyst class is: 9.